This data is from Forward reaction prediction with 1.9M reactions from USPTO patents (1976-2016). The task is: Predict the product of the given reaction. (1) Given the reactants [H-].[Na+].[CH3:3][O:4][C:5]1[CH:12]=[CH:11][C:8]([CH2:9][OH:10])=[CH:7][CH:6]=1.[Br:13][C:14]1[C:15](Cl)=[N:16][CH:17]=[CH:18][C:19]=1[CH3:20], predict the reaction product. The product is: [Br:13][C:14]1[C:15]([O:10][CH2:9][C:8]2[CH:11]=[CH:12][C:5]([O:4][CH3:3])=[CH:6][CH:7]=2)=[N:16][CH:17]=[CH:18][C:19]=1[CH3:20]. (2) Given the reactants Cl[C:2]1[N:3]=[N:4][CH:5]=[C:6](Cl)[C:7]=1[Cl:8].Cl.[NH:11]1[CH2:16][CH2:15][C:14]2([C:20]3[CH:21]=[CH:22][CH:23]=[CH:24][C:19]=3[O:18][C:17]2=[O:25])[CH2:13][CH2:12]1.C(=O)([O-])[O-].[K+].[K+].[NH2:32][NH2:33], predict the reaction product. The product is: [Cl:8][C:7]1[C:6]([N:11]2[CH2:16][CH2:15][C:14]3([C:20]4[CH:21]=[CH:22][CH:23]=[CH:24][C:19]=4[O:18][C:17]3=[O:25])[CH2:13][CH2:12]2)=[CH:5][N:4]=[N:3][C:2]=1[NH:32][NH2:33]. (3) Given the reactants [Cl:1][C:2]1[CH:7]=[C:6]([CH2:8][C:9]([OH:11])=O)[CH:5]=[CH:4][N:3]=1.ON1C2C=CC=CC=2N=N1.[NH:22]1[CH2:27][CH2:26][O:25][CH2:24][CH2:23]1.Cl.C(N=C=NCCCN(C)C)C, predict the reaction product. The product is: [Cl:1][C:2]1[CH:7]=[C:6]([CH2:8][C:9]([N:22]2[CH2:27][CH2:26][O:25][CH2:24][CH2:23]2)=[O:11])[CH:5]=[CH:4][N:3]=1.